Dataset: Reaction yield outcomes from USPTO patents with 853,638 reactions. Task: Predict the reaction yield, written as a fraction of the theoretical maximum amount of product (1.0 means a 100% yield; for example, 0.34 means a 34% yield). (1) The reactants are [CH3:1][C:2]1[N:7]([CH2:8][C:9]2[S:10][C:11]([C:14]([F:17])([F:16])[F:15])=[CH:12][CH:13]=2)[C:6](=[O:18])[N:5]=[C:4](SC)[N:3]=1.[F:21][C:22]1[CH:30]=[C:29]2[C:25]([C:26]3[CH2:34][CH2:33][NH:32][CH2:31][C:27]=3[NH:28]2)=[CH:24][CH:23]=1. No catalyst specified. The product is [F:21][C:22]1[CH:30]=[C:29]2[C:25]([C:26]3[CH2:34][CH2:33][N:32]([C:4]4[N:3]=[C:2]([CH3:1])[N:7]([CH2:8][C:9]5[S:10][C:11]([C:14]([F:17])([F:16])[F:15])=[CH:12][CH:13]=5)[C:6](=[O:18])[N:5]=4)[CH2:31][C:27]=3[NH:28]2)=[CH:24][CH:23]=1. The yield is 0.160. (2) The reactants are Br[C:2]1[CH:3]=[CH:4][C:5]2[O:24][CH2:23][C:8]3([C:16]4[C:11](=[CH:12][CH:13]=[CH:14][CH:15]=4)[N:10]([CH2:17][CH2:18][CH2:19][CH2:20][CH3:21])[C:9]3=[O:22])[C:6]=2[CH:7]=1.Br[C:26]1[CH:31]=[CH:30][C:29]2C3(C[O:48][C:28]=2[CH:27]=1)C1C(=CC=CC=1)N(CCCCC)C3=O. No catalyst specified. The product is [CH2:17]([N:10]1[C:11]2[C:16](=[CH:15][CH:14]=[CH:13][CH:12]=2)[C:8]2([C:6]3[CH:7]=[C:2]([O:48][C:28]4[CH:29]=[CH:30][CH:31]=[CH:26][CH:27]=4)[CH:3]=[CH:4][C:5]=3[O:24][CH2:23]2)[C:9]1=[O:22])[CH2:18][CH2:19][CH2:20][CH3:21]. The yield is 0.100. (3) The catalyst is Br. The reactants are [CH2:1]([N:5]1[C:9](=[O:10])[N:8]([C:11]2[CH:16]=[CH:15][C:14]([N:17]3[CH2:22][CH2:21][N:20]([C:23]4[CH:28]=[CH:27][C:26]([O:29]C)=[CH:25][CH:24]=4)[CH2:19][CH2:18]3)=[CH:13][CH:12]=2)[CH:7]=[N:6]1)[CH2:2][CH2:3][CH3:4]. The product is [CH2:1]([N:5]1[C:9](=[O:10])[N:8]([C:11]2[CH:12]=[CH:13][C:14]([N:17]3[CH2:18][CH2:19][N:20]([C:23]4[CH:24]=[CH:25][C:26]([OH:29])=[CH:27][CH:28]=4)[CH2:21][CH2:22]3)=[CH:15][CH:16]=2)[CH:7]=[N:6]1)[CH2:2][CH2:3][CH3:4]. The yield is 0.990. (4) The reactants are [CH3:1][O:2][C:3]1[C:4]([CH3:26])=[C:5]([C:17]([O:24][CH3:25])=[C:18]([O:22][CH3:23])[C:19]=1[O:20][CH3:21])[CH2:6][C:7]1[C:8]([OH:16])=[C:9]([CH:13]=[CH:14][CH:15]=1)[C:10]([OH:12])=[O:11].O.[C:28](OC(=O)C)(=[O:30])[CH3:29]. No catalyst specified. The product is [CH3:1][O:2][C:3]1[C:4]([CH3:26])=[C:5]([C:17]([O:24][CH3:25])=[C:18]([O:22][CH3:23])[C:19]=1[O:20][CH3:21])[CH2:6][C:7]1[C:8]([O:16][C:28](=[O:30])[CH3:29])=[C:9]([CH:13]=[CH:14][CH:15]=1)[C:10]([OH:12])=[O:11]. The yield is 0.680. (5) The reactants are C[O:2][C:3](=[O:32])[CH2:4][N:5]1[CH2:10][CH2:9][N:8]([C:11]2[CH:16]=[CH:15][C:14]([O:17][CH3:18])=[C:13]([O:19][CH:20]3[CH2:24][CH2:23][CH2:22][CH2:21]3)[CH:12]=2)[CH2:7][C@@H:6]1[CH2:25][C:26]1[CH:31]=[CH:30][CH:29]=[CH:28][CH:27]=1.O.[OH-].[Li+]. The catalyst is C1COCC1. The product is [CH2:25]([C@H:6]1[CH2:7][N:8]([C:11]2[CH:16]=[CH:15][C:14]([O:17][CH3:18])=[C:13]([O:19][CH:20]3[CH2:24][CH2:23][CH2:22][CH2:21]3)[CH:12]=2)[CH2:9][CH2:10][N:5]1[CH2:4][C:3]([OH:32])=[O:2])[C:26]1[CH:27]=[CH:28][CH:29]=[CH:30][CH:31]=1. The yield is 0.960. (6) The reactants are [Br:1][C:2]1[CH:3]=[CH:4][C:5]2[CH:11]3[CH2:12][CH:9]([CH2:10]3)[N:8]3[CH:13]=[C:14]([C:16]([O:18][CH3:19])=[O:17])[N:15]=[C:7]3[C:6]=2[CH:20]=1.[CH3:21][N:22]1[C:26]([CH:27]=[O:28])=[CH:25][CH:24]=[N:23]1. No catalyst specified. The product is [Br:1][C:2]1[CH:3]=[CH:4][C:5]2[CH:11]3[CH2:12][CH:9]([CH2:10]3)[N:8]3[C:13]([CH:27]([OH:28])[C:26]4[N:22]([CH3:21])[N:23]=[CH:24][CH:25]=4)=[C:14]([C:16]([O:18][CH3:19])=[O:17])[N:15]=[C:7]3[C:6]=2[CH:20]=1. The yield is 0.590.